From a dataset of Reaction yield outcomes from USPTO patents with 853,638 reactions. Predict the reaction yield, written as a fraction of the theoretical maximum amount of product (1.0 means a 100% yield; for example, 0.34 means a 34% yield). The reactants are [C-:1]#[N:2].[K+].Cl[CH2:5][CH2:6][C:7]1[CH:8]=[C:9]2[C:13](=[CH:14][CH:15]=1)[NH:12][C:11](=[O:16])[CH2:10]2. The catalyst is CS(C)=O. The product is [C:1]([CH2:5][CH2:6][C:7]1[CH:8]=[C:9]2[C:13](=[CH:14][CH:15]=1)[NH:12][C:11](=[O:16])[CH2:10]2)#[N:2]. The yield is 0.420.